Dataset: Forward reaction prediction with 1.9M reactions from USPTO patents (1976-2016). Task: Predict the product of the given reaction. (1) Given the reactants O[CH:2]=[C:3]1[C:11]2[C:6](=[CH:7][C:8]([C:12]([C:14]3[CH:15]=[C:16]([NH:20][C:21]([C:23]4[S:24][CH:25]=[CH:26][C:27]=4[CH3:28])=[O:22])[CH:17]=[CH:18][CH:19]=3)=[O:13])=[CH:9][CH:10]=2)[NH:5][C:4]1=[O:29].[NH2:30][C:31]1[CH:36]=[CH:35][C:34]([CH2:37][CH2:38][CH2:39][C:40]([OH:42])=[O:41])=[CH:33][CH:32]=1, predict the reaction product. The product is: [CH3:28][C:27]1[CH:26]=[CH:25][S:24][C:23]=1[C:21]([NH:20][C:16]1[CH:15]=[C:14]([CH:19]=[CH:18][CH:17]=1)[C:12]([C:8]1[CH:7]=[C:6]2[C:11]([C:3](=[CH:2][NH:30][C:31]3[CH:32]=[CH:33][C:34]([CH2:37][CH2:38][CH2:39][C:40]([OH:42])=[O:41])=[CH:35][CH:36]=3)[C:4](=[O:29])[NH:5]2)=[CH:10][CH:9]=1)=[O:13])=[O:22]. (2) The product is: [Cl:1][C:2]1[CH:3]=[C:4]2[C:8](=[CH:9][CH:10]=1)[N:7]([S:11]([C:14]1[CH:22]=[CH:21][C:17]([C:18]([O:20][CH3:23])=[O:19])=[CH:16][CH:15]=1)(=[O:13])=[O:12])[CH2:6][CH2:5]2. Given the reactants [Cl:1][C:2]1[CH:3]=[C:4]2[C:8](=[CH:9][CH:10]=1)[N:7]([S:11]([C:14]1[CH:22]=[CH:21][C:17]([C:18]([OH:20])=[O:19])=[CH:16][CH:15]=1)(=[O:13])=[O:12])[CH2:6][CH2:5]2.[CH3:23]N(C=O)C.C(Cl)(=O)C(Cl)=O, predict the reaction product. (3) Given the reactants [C:1]([C:3]1[CH:17]=[CH:16][C:6]([C:7]([NH:9][C:10]2[CH:15]=[CH:14][N:13]=[CH:12][CH:11]=2)=[O:8])=[CH:5][CH:4]=1)#[N:2].[CH2:18](N)[CH2:19][NH2:20].P12(SP3(SP(SP(S3)(S1)=S)(=S)S2)=S)=S, predict the reaction product. The product is: [NH:2]1[CH2:18][CH2:19][N:20]=[C:1]1[C:3]1[CH:4]=[CH:5][C:6]([C:7]([NH:9][C:10]2[CH:11]=[CH:12][N:13]=[CH:14][CH:15]=2)=[O:8])=[CH:16][CH:17]=1. (4) Given the reactants C[O:2][C:3](=O)[CH2:4][C:5]1[CH:10]=[C:9]([O:11][CH3:12])[C:8]([C:13]#[N:14])=[CH:7][C:6]=1[F:15].[BH4-].[Li+], predict the reaction product. The product is: [F:15][C:6]1[C:5]([CH2:4][CH2:3][OH:2])=[CH:10][C:9]([O:11][CH3:12])=[C:8]([CH:7]=1)[C:13]#[N:14]. (5) Given the reactants [Cl:1][C:2]1[CH:3]=[C:4]([CH3:17])[C:5]([NH:11][C:12]([O:14][CH2:15][CH3:16])=[O:13])=[C:6]([CH:10]=1)[C:7](O)=[O:8].P(Br)(Br)Br, predict the reaction product. The product is: [Cl:1][C:2]1[CH:3]=[C:4]([CH3:17])[C:5]2[N:11]=[C:12]([O:14][CH2:15][CH3:16])[O:13][C:7](=[O:8])[C:6]=2[CH:10]=1. (6) The product is: [F:1][C:2]1[CH:7]=[CH:6][C:5]([S:8]([N:11]([CH:12]2[CH2:24][N:16]3[C:17]4[C:22]([C:23]([CH:35]=[O:36])=[C:15]3[CH2:14][CH2:13]2)=[CH:21][CH:20]=[CH:19][CH:18]=4)[CH3:25])(=[O:9])=[O:10])=[CH:4][CH:3]=1. Given the reactants [F:1][C:2]1[CH:7]=[CH:6][C:5]([S:8]([N:11]([CH3:25])[CH:12]2[CH2:24][N:16]3[C:17]4[C:22]([CH:23]=[C:15]3[CH2:14][CH2:13]2)=[CH:21][CH:20]=[CH:19][CH:18]=4)(=[O:10])=[O:9])=[CH:4][CH:3]=1.O=P(Cl)(Cl)Cl.O.CN([CH:35]=[O:36])C, predict the reaction product. (7) Given the reactants [F:1][C:2]([F:18])([F:17])[C:3]1[CH:8]=[CH:7][C:6]([C:9]2[O:13][C:12]([C:14](=[O:16])[CH3:15])=[CH:11][CH:10]=2)=[CH:5][CH:4]=1.[Cl:19][C:20]1[C:27]([Cl:28])=[C:26]([OH:29])[CH:25]=[CH:24][C:21]=1[CH:22]=O, predict the reaction product. The product is: [Cl:19][C:20]1[C:27]([Cl:28])=[C:26]([OH:29])[CH:25]=[CH:24][C:21]=1[CH:22]=[CH:15][C:14]([C:12]1[O:13][C:9]([C:6]2[CH:5]=[CH:4][C:3]([C:2]([F:17])([F:1])[F:18])=[CH:8][CH:7]=2)=[CH:10][CH:11]=1)=[O:16].